From a dataset of Forward reaction prediction with 1.9M reactions from USPTO patents (1976-2016). Predict the product of the given reaction. (1) Given the reactants [CH3:1][N:2]1[C:7](=[N:8][N+:9]([O-:11])=[O:10])[NH:6][CH2:5][O:4][CH2:3]1.[Cl:12][C:13]1[CH:18]=[CH:17][C:16]([CH2:19]Cl)=[CH:15][N:14]=1.C(=O)([O-])[O-].[K+].[K+], predict the reaction product. The product is: [Cl:12][C:13]1[CH:18]=[CH:17][C:16]([CH2:19][N:6]2[CH2:5][O:4][CH2:3][N:2]([CH3:1])[C:7]2=[N:8][N+:9]([O-:11])=[O:10])=[CH:15][N:14]=1. (2) Given the reactants Cl[C:2]1[CH:3]=[C:4]([CH:9]=[C:10]([Cl:12])[N:11]=1)[C:5]([O:7][CH3:8])=[O:6].[NH:13]1[CH2:18][CH2:17][CH2:16][CH2:15][CH2:14]1.C([O-])([O-])=O.[K+].[K+], predict the reaction product. The product is: [Cl:12][C:10]1[CH:9]=[C:4]([CH:3]=[C:2]([N:13]2[CH2:18][CH2:17][CH2:16][CH2:15][CH2:14]2)[N:11]=1)[C:5]([O:7][CH3:8])=[O:6]. (3) Given the reactants [CH:1]([NH:4][C:5]([C:7]1[C:15]2[C:10](=[N:11][CH:12]=[C:13]([C:16]3[C:24]4[C:19](=[CH:20][CH:21]=[C:22]([CH:25]([OH:27])[CH3:26])[CH:23]=4)[N:18]([CH3:28])[N:17]=3)[N:14]=2)[N:9](COCC[Si](C)(C)C)[CH:8]=1)=[O:6])([CH3:3])[CH3:2].[F-].C([N+](CCCC)(CCCC)CCCC)CCC, predict the reaction product. The product is: [CH:1]([NH:4][C:5]([C:7]1[C:15]2[C:10](=[N:11][CH:12]=[C:13]([C:16]3[C:24]4[C:19](=[CH:20][CH:21]=[C:22]([CH:25]([OH:27])[CH3:26])[CH:23]=4)[N:18]([CH3:28])[N:17]=3)[N:14]=2)[NH:9][CH:8]=1)=[O:6])([CH3:3])[CH3:2]. (4) Given the reactants C(=O)([O-])[O-].[K+].[K+].[Si:7]([O:14][C@@H:15]1[N:21]([C:22]([O:24][CH2:25][C:26]2[CH:31]=[CH:30][C:29]([NH:32][C:33](=[O:50])[C@@H:34]([NH:36][C:37](=[O:49])[C@@H:38]([NH:42][C:43]([O:45][CH2:46][CH:47]=[CH2:48])=[O:44])[CH:39]([CH3:41])[CH3:40])[CH3:35])=[CH:28][CH:27]=2)=[O:23])[C:20]2[CH:51]=[C:52]([OH:57])[C:53]([O:55][CH3:56])=[CH:54][C:19]=2[C:18](=[O:58])[N:17]2[CH:59]=[C:60](/[CH:62]=[CH:63]/[CH3:64])[CH2:61][C@@H:16]12)([C:10]([CH3:13])([CH3:12])[CH3:11])([CH3:9])[CH3:8].[Si:65]([O:72][C@@H:73]1[N:79]([C:80]([O:82][CH2:83][CH:84]=[CH2:85])=[O:81])[C:78]2[CH:86]=[C:87]([O:92][CH2:93][CH2:94][CH2:95]I)[C:88]([O:90][CH3:91])=[CH:89][C:77]=2[C:76](=[O:97])[N:75]2[CH:98]=[C:99](/[CH:101]=[CH:102]/[CH3:103])[CH2:100][C@@H:74]12)([C:68]([CH3:71])([CH3:70])[CH3:69])([CH3:67])[CH3:66], predict the reaction product. The product is: [CH2:46]([O:45][C:43]([NH:42][C@H:38]([CH:39]([CH3:41])[CH3:40])[C:37]([NH:36][C@H:34]([CH3:35])[C:33]([NH:32][C:29]1[CH:28]=[CH:27][C:26]([CH2:25][O:24][C:22]([N:21]2[C:20]3[CH:51]=[C:52]([O:57][CH2:95][CH2:94][CH2:93][O:92][C:87]4[C:88]([O:90][CH3:91])=[CH:89][C:77]5[C:76](=[O:97])[N:75]6[CH:98]=[C:99](/[CH:101]=[CH:102]/[CH3:103])[CH2:100][C@H:74]6[C@H:73]([O:72][Si:65]([C:68]([CH3:71])([CH3:69])[CH3:70])([CH3:67])[CH3:66])[N:79]([C:80]([O:82][CH2:83][CH:84]=[CH2:85])=[O:81])[C:78]=5[CH:86]=4)[C:53]([O:55][CH3:56])=[CH:54][C:19]=3[C:18](=[O:58])[N:17]3[CH:59]=[C:60](/[CH:62]=[CH:63]/[CH3:64])[CH2:61][C@H:16]3[C@@H:15]2[O:14][Si:7]([C:10]([CH3:11])([CH3:12])[CH3:13])([CH3:8])[CH3:9])=[O:23])=[CH:31][CH:30]=1)=[O:50])=[O:49])=[O:44])[CH:47]=[CH2:48]. (5) Given the reactants [Br:1][C:2]1[CH:7]=[CH:6][CH:5]=[CH:4][C:3]=1[CH2:8][S:9]([O-:12])(=O)=[O:10].[Na+].P(Cl)(Cl)(Cl)(Cl)[Cl:15], predict the reaction product. The product is: [Br:1][C:2]1[CH:7]=[CH:6][CH:5]=[CH:4][C:3]=1[CH2:8][S:9]([Cl:15])(=[O:12])=[O:10]. (6) Given the reactants [CH3:1][C:2]1[CH:7]=[C:6]([N+:8]([O-:10])=[O:9])[C:5]([CH3:11])=[CH:4][C:3]=1[C:12](=[O:14])[CH3:13].CO[C:17](OC)([N:19]([CH3:21])[CH3:20])[CH3:18], predict the reaction product. The product is: [CH3:1][C:2]1[CH:7]=[C:6]([N+:8]([O-:10])=[O:9])[C:5]([CH3:11])=[CH:4][C:3]=1[C:12](=[O:14])[CH:13]=[C:17]([N:19]([CH3:21])[CH3:20])[CH3:18].